This data is from Peptide-MHC class I binding affinity with 185,985 pairs from IEDB/IMGT. The task is: Regression. Given a peptide amino acid sequence and an MHC pseudo amino acid sequence, predict their binding affinity value. This is MHC class I binding data. (1) The MHC is HLA-C05:01 with pseudo-sequence HLA-C05:01. The binding affinity (normalized) is 0.872. The peptide sequence is HADDIPVPV. (2) The peptide sequence is VLLISDPGL. The MHC is HLA-A03:01 with pseudo-sequence HLA-A03:01. The binding affinity (normalized) is 0.0847. (3) The peptide sequence is LETLILLRAFT. The MHC is HLA-B18:01 with pseudo-sequence HLA-B18:01. The binding affinity (normalized) is 0. (4) The peptide sequence is AEMEEALKGL. The MHC is HLA-B44:03 with pseudo-sequence HLA-B44:03. The binding affinity (normalized) is 0.627. (5) The peptide sequence is RYLEEHPSA. The MHC is HLA-A24:02 with pseudo-sequence HLA-A24:02. The binding affinity (normalized) is 0.318.